From a dataset of Full USPTO retrosynthesis dataset with 1.9M reactions from patents (1976-2016). Predict the reactants needed to synthesize the given product. (1) Given the product [NH2:18][C:16]1[N:17]=[C:12]([N:35]2[CH2:34][CH:30]3[CH:29]([N:28]([C:37]([O:39][C:40]([CH3:43])([CH3:42])[CH3:41])=[O:38])[CH2:33][CH2:32][CH2:31]3)[CH2:36]2)[C:13]2[CH2:23][CH2:22][CH2:21][C:20]3[CH:24]=[CH:25][CH:26]=[CH:27][C:19]=3[C:14]=2[N:15]=1, predict the reactants needed to synthesize it. The reactants are: CC1C=CC(S(O[C:12]2[C:13]3[CH2:23][CH2:22][CH2:21][C:20]4[CH:24]=[CH:25][CH:26]=[CH:27][C:19]=4[C:14]=3[N:15]=[C:16]([NH2:18])[N:17]=2)(=O)=O)=CC=1.[N:28]1([C:37]([O:39][C:40]([CH3:43])([CH3:42])[CH3:41])=[O:38])[CH2:33][CH2:32][CH2:31][CH:30]2[CH2:34][NH:35][CH2:36][CH:29]12.C(N(CC)CC)C. (2) Given the product [CH3:10][O:11][C:12](=[O:33])[CH:13]=[CH:8][C:5]1[CH:6]=[N:7][C:2]([Cl:1])=[CH:3][CH:4]=1, predict the reactants needed to synthesize it. The reactants are: [Cl:1][C:2]1[N:7]=[CH:6][C:5]([CH:8]=O)=[CH:4][CH:3]=1.[CH3:10][O:11][C:12](=[O:33])[CH:13]=P(C1C=CC=CC=1)(C1C=CC=CC=1)C1C=CC=CC=1. (3) Given the product [CH2:10]([S:12]([C:15]1[CH:20]=[CH:19][C:18]([C:2]2[CH:7]=[C:6]([CH:8]=[O:9])[CH:5]=[CH:4][N:3]=2)=[CH:17][CH:16]=1)(=[O:13])=[O:14])[CH3:11], predict the reactants needed to synthesize it. The reactants are: Cl[C:2]1[CH:7]=[C:6]([CH:8]=[O:9])[CH:5]=[CH:4][N:3]=1.[CH2:10]([S:12]([C:15]1[CH:20]=[CH:19][C:18](B(O)O)=[CH:17][CH:16]=1)(=[O:14])=[O:13])[CH3:11].C([O-])([O-])=O.[Na+].[Na+].O. (4) Given the product [CH3:8][C@:9]12[C@H:10]([CH3:19])[CH2:11][CH:12]=[CH:13][C@H:14]1[CH2:15][C:16]([CH:17]=[O:18])=[CH:20]2, predict the reactants needed to synthesize it. The reactants are: N1C=CC=CC=1.O[CH2:8][C@:9]1([CH3:20])[C@H:14]([CH2:15][CH2:16][CH2:17][OH:18])[CH:13]=[CH:12][CH2:11][C@H:10]1[CH3:19].C(OCC)C. (5) Given the product [F:29][C:2]([F:30])([F:1])[C:3]1[CH:4]=[C:5]([C:13]2([CH3:28])[CH:22]([C:23]([NH:70][CH2:64][C:65]3[O:69][CH:68]=[CH:67][CH:66]=3)=[O:24])[C:21]3[C:16](=[CH:17][CH:18]=[CH:19][CH:20]=3)[C:15](=[O:26])[N:14]2[CH3:27])[CH:6]=[C:7]([C:9]([F:10])([F:11])[F:12])[CH:8]=1, predict the reactants needed to synthesize it. The reactants are: [F:1][C:2]([F:30])([F:29])[C:3]1[CH:4]=[C:5]([C:13]2([CH3:28])[CH:22]([C:23](O)=[O:24])[C:21]3[C:16](=[CH:17][CH:18]=[CH:19][CH:20]=3)[C:15](=[O:26])[N:14]2[CH3:27])[CH:6]=[C:7]([C:9]([F:12])([F:11])[F:10])[CH:8]=1.C1CN([P+](ON2N=NC3C=CC=CC2=3)(N2CCCC2)N2CCCC2)CC1.F[P-](F)(F)(F)(F)F.[CH2:64]([NH2:70])[C:65]1[O:69][CH:68]=[CH:67][CH:66]=1. (6) Given the product [F:26][C:10]1[CH:11]=[C:12]([C:16]2[CH:21]=[CH:20][CH:19]=[C:18]([S:22][CH:23]([CH3:24])[CH3:25])[N:17]=2)[CH:13]=[C:14]([F:15])[C:9]=1[O:8][CH2:7][CH2:6][CH2:5][C:4]([OH:27])=[O:3], predict the reactants needed to synthesize it. The reactants are: C([O:3][C:4](=[O:27])[CH2:5][CH2:6][CH2:7][O:8][C:9]1[C:14]([F:15])=[CH:13][C:12]([C:16]2[CH:21]=[CH:20][CH:19]=[C:18]([S:22][CH:23]([CH3:25])[CH3:24])[N:17]=2)=[CH:11][C:10]=1[F:26])C.